This data is from Forward reaction prediction with 1.9M reactions from USPTO patents (1976-2016). The task is: Predict the product of the given reaction. Given the reactants [Cl:1][C:2]1[C:11]([C:12]2[CH:17]=[CH:16][CH:15]=[CH:14][CH:13]=2)=[C:10]([Cl:18])[C:9]2[C:4](=[CH:5][CH:6]=[C:7]([CH:19]([C:21]3[N:25]([CH3:26])[C:24]([CH3:27])=[N:23][CH:22]=3)[OH:20])[CH:8]=2)[N:3]=1, predict the reaction product. The product is: [Cl:1][C:2]1[C:11]([C:12]2[CH:13]=[CH:14][CH:15]=[CH:16][CH:17]=2)=[C:10]([Cl:18])[C:9]2[C:4](=[CH:5][CH:6]=[C:7]([C:19]([C:21]3[N:25]([CH3:26])[C:24]([CH3:27])=[N:23][CH:22]=3)=[O:20])[CH:8]=2)[N:3]=1.